From a dataset of NCI-60 drug combinations with 297,098 pairs across 59 cell lines. Regression. Given two drug SMILES strings and cell line genomic features, predict the synergy score measuring deviation from expected non-interaction effect. Drug 1: C1=CC(=CC=C1CC(C(=O)O)N)N(CCCl)CCCl.Cl. Drug 2: C1CCC(C(C1)N)N.C(=O)(C(=O)[O-])[O-].[Pt+4]. Cell line: BT-549. Synergy scores: CSS=-3.10, Synergy_ZIP=-6.50, Synergy_Bliss=-8.39, Synergy_Loewe=-13.0, Synergy_HSA=-9.10.